Dataset: TCR-epitope binding with 47,182 pairs between 192 epitopes and 23,139 TCRs. Task: Binary Classification. Given a T-cell receptor sequence (or CDR3 region) and an epitope sequence, predict whether binding occurs between them. The epitope is KLGGALQAK. The TCR CDR3 sequence is CASSLVGYEQFF. Result: 1 (the TCR binds to the epitope).